This data is from Reaction yield outcomes from USPTO patents with 853,638 reactions. The task is: Predict the reaction yield, written as a fraction of the theoretical maximum amount of product (1.0 means a 100% yield; for example, 0.34 means a 34% yield). (1) The yield is 0.623. The catalyst is [Fe].C(O)(=O)C. The product is [Br:1][C:2]1[CH:3]=[C:4]2[NH:19][C:15](=[O:16])[C:8]3([CH2:9][N:10]([CH3:14])[CH2:11][CH2:12][O:13]3)[C:5]2=[CH:6][CH:7]=1. The reactants are [Br:1][C:2]1[CH:7]=[CH:6][C:5]([C:8]2([C:15](OC)=[O:16])[O:13][CH2:12][CH2:11][N:10]([CH3:14])[CH2:9]2)=[C:4]([N+:19]([O-])=O)[CH:3]=1. (2) The reactants are [Br:1][C:2]1[CH:3]=[C:4]([CH:9]=[CH:10][C:11]=1[OH:12])[C:5]([O:7][CH3:8])=[O:6].N1C=CC=CC=1.[C:19](Cl)(=[O:21])[CH3:20].Cl. The catalyst is C(Cl)Cl.O. The product is [C:19]([O:12][C:11]1[CH:10]=[CH:9][C:4]([C:5]([O:7][CH3:8])=[O:6])=[CH:3][C:2]=1[Br:1])(=[O:21])[CH3:20]. The yield is 0.940. (3) The reactants are C([O-])([O-])=O.[K+].[K+].[CH2:7]([SH:10])[CH2:8][CH3:9].Cl[C:12]1[C:21]([C:22]([NH:24][CH2:25][C:26]2[CH:31]=[CH:30][CH:29]=[C:28]([F:32])[CH:27]=2)=[O:23])=[C:20]([CH3:33])[C:19]2[C:14](=[CH:15][C:16]([C:34]([F:37])([F:36])[F:35])=[CH:17][CH:18]=2)[N:13]=1.CCCCCC. The catalyst is CN(C=O)C.O. The product is [F:32][C:28]1[CH:27]=[C:26]([CH2:25][NH:24][C:22]([C:21]2[C:12]([S:10][CH2:7][CH2:8][CH3:9])=[N:13][C:14]3[C:19]([C:20]=2[CH3:33])=[CH:18][CH:17]=[C:16]([C:34]([F:37])([F:36])[F:35])[CH:15]=3)=[O:23])[CH:31]=[CH:30][CH:29]=1. The yield is 0.670. (4) The reactants are [CH:1]([N:4]1[C:8]([C:9]2[N:18]=[C:17]3[N:11]([CH2:12][CH2:13][O:14][C:15]4[CH:22]=[C:21](O)[N:20]=[CH:19][C:16]=43)[CH:10]=2)=[N:7][CH:6]=[N:5]1)([CH3:3])[CH3:2].[OH:24][CH:25]1[CH2:30][CH2:29][NH:28][CH2:27][CH2:26]1. No catalyst specified. The product is [CH:1]([N:4]1[C:8]([C:9]2[N:18]=[C:17]3[C:16]4[CH:19]=[N:20][C:21]([N:28]5[CH2:29][CH2:30][CH:25]([OH:24])[CH2:26][CH2:27]5)=[CH:22][C:15]=4[O:14][CH2:13][CH2:12][N:11]3[CH:10]=2)=[N:7][CH:6]=[N:5]1)([CH3:3])[CH3:2]. The yield is 0.420. (5) The reactants are [NH2:1][C:2]1[CH:11]=[CH:10][C:5]([C:6]([O:8][CH3:9])=[O:7])=[CH:4][C:3]=1[Cl:12].C(N(C(C)C)CC)(C)C.[O:22]=[C:23]1[C:28]([C:29](Cl)=[O:30])=[CH:27][CH:26]=[CH:25][NH:24]1. The catalyst is O1CCOCC1. The product is [Cl:12][C:3]1[CH:4]=[C:5]([CH:10]=[CH:11][C:2]=1[NH:1][C:29]([C:28]1[C:23]([OH:22])=[N:24][CH:25]=[CH:26][CH:27]=1)=[O:30])[C:6]([O:8][CH3:9])=[O:7]. The yield is 0.250.